From a dataset of Peptide-MHC class I binding affinity with 185,985 pairs from IEDB/IMGT. Regression. Given a peptide amino acid sequence and an MHC pseudo amino acid sequence, predict their binding affinity value. This is MHC class I binding data. (1) The peptide sequence is KTTKSWLQK. The MHC is HLA-A31:01 with pseudo-sequence HLA-A31:01. The binding affinity (normalized) is 0.362. (2) The peptide sequence is LRKRLRLIH. The MHC is Mamu-B03 with pseudo-sequence Mamu-B03. The binding affinity (normalized) is 0.405. (3) The peptide sequence is TVGYMYIMK. The MHC is HLA-A26:01 with pseudo-sequence HLA-A26:01. The binding affinity (normalized) is 0.0847. (4) The peptide sequence is IYQEPFKNLK. The MHC is HLA-B40:01 with pseudo-sequence HLA-B40:01. The binding affinity (normalized) is 0. (5) The peptide sequence is TMLYNKMEF. The MHC is HLA-A02:11 with pseudo-sequence HLA-A02:11. The binding affinity (normalized) is 0.533. (6) The peptide sequence is TAYEINNEL. The MHC is HLA-A02:01 with pseudo-sequence HLA-A02:01. The binding affinity (normalized) is 0.369. (7) The peptide sequence is IEGRDRTMAWT. The MHC is HLA-B44:03 with pseudo-sequence HLA-B44:03. The binding affinity (normalized) is 0.